Dataset: Forward reaction prediction with 1.9M reactions from USPTO patents (1976-2016). Task: Predict the product of the given reaction. (1) Given the reactants [CH:1]1([C:4]2[CH:5]=[N:6][C:7]([NH:14][C:15]3[CH:16]=[C:17]4[C:21](=[CH:22][CH:23]=3)[N:20]([C:24]3[CH:29]=[CH:28][CH:27]=[CH:26][CH:25]=3)[CH:19]=[CH:18]4)=[C:8]([CH:13]=2)[C:9]([O:11]C)=[O:10])[CH2:3][CH2:2]1.[OH-].[Na+].O.Cl, predict the reaction product. The product is: [CH:1]1([C:4]2[CH:5]=[N:6][C:7]([NH:14][C:15]3[CH:16]=[C:17]4[C:21](=[CH:22][CH:23]=3)[N:20]([C:24]3[CH:29]=[CH:28][CH:27]=[CH:26][CH:25]=3)[CH:19]=[CH:18]4)=[C:8]([CH:13]=2)[C:9]([OH:11])=[O:10])[CH2:2][CH2:3]1. (2) Given the reactants Br[CH:2](Br)[C:3]([C:5]1[N:6]=[N:7][C:8]([O:15][CH2:16][CH3:17])=[CH:9][C:10]=1[C:11]([F:14])([F:13])[F:12])=O.Cl.Cl.[N:21]1[CH:26]=[CH:25][C:24]([NH2:27])=[C:23]([NH2:28])[C:22]=1[NH2:29].C([O-])([O-])=O.[K+].[K+], predict the reaction product. The product is: [CH2:16]([O:15][C:8]1[N:7]=[N:6][C:5]([C:3]2[N:29]=[C:22]3[N:21]=[CH:26][CH:25]=[C:24]([NH2:27])[C:23]3=[N:28][CH:2]=2)=[C:10]([C:11]([F:14])([F:13])[F:12])[CH:9]=1)[CH3:17]. (3) Given the reactants [CH:1]1([C:4]2[N:8]=[C:7]([C:9]3C4CCCCC=4S[C:13]=3[NH:14]C(N3CCC[C@@H]3C(O)=O)=O)[O:6][N:5]=2)[CH2:3][CH2:2]1.[CH3:29][C:30]1([CH3:37])[CH2:35][CH2:34][CH2:33][CH2:32][C:31]1=O.C1(C2N=C(CC#N)ON=2)CC1, predict the reaction product. The product is: [CH:1]1([C:4]2[N:8]=[C:7]([C:9](=[C:31]3[CH2:32][CH2:33][CH2:34][CH2:35][C:30]3([CH3:37])[CH3:29])[C:13]#[N:14])[O:6][N:5]=2)[CH2:3][CH2:2]1.